Dataset: Forward reaction prediction with 1.9M reactions from USPTO patents (1976-2016). Task: Predict the product of the given reaction. (1) Given the reactants Br[C:2]1[CH:3]=[C:4]2[C@@:15]3([CH2:20][CH2:19][O:18][C:17]([NH2:21])=[N:16]3)[C:14]3[CH:13]=[C:12](Cl)[N:11]=[CH:10][C:9]=3[O:8][C:5]2=[CH:6][CH:7]=1.[F:23][C:24]1[C:29](B(O)O)=[CH:28][CH:27]=[CH:26][N:25]=1.[O:33]1[CH2:38][CH2:37][CH:36]=[C:35](B2OC(C)(C)C(C)(C)O2)[CH2:34]1, predict the reaction product. The product is: [O:33]1[CH2:38][CH2:37][CH:36]=[C:35]([C:12]2[N:11]=[CH:10][C:9]3[O:8][C:5]4[C:4]([C@@:15]5([CH2:20][CH2:19][O:18][C:17]([NH2:21])=[N:16]5)[C:14]=3[CH:13]=2)=[CH:3][C:2]([C:29]2[C:24]([F:23])=[N:25][CH:26]=[CH:27][CH:28]=2)=[CH:7][CH:6]=4)[CH2:34]1. (2) Given the reactants [Br:1][C:2]1[CH:3]=[C:4]([CH:8]=[CH:9][C:10]=1[CH3:11])[C:5]([NH2:7])=O.COC1C=CC(P2(SP(C3C=CC(OC)=CC=3)(=S)S2)=[S:21])=CC=1, predict the reaction product. The product is: [Br:1][C:2]1[CH:3]=[C:4]([CH:8]=[CH:9][C:10]=1[CH3:11])[C:5]([NH2:7])=[S:21]. (3) Given the reactants [Cl:1][C:2]1[CH:3]=[CH:4][C:5]2[N:6]([CH:8]=[C:9]([NH2:11])[N:10]=2)[N:7]=1.[C:12](Cl)([CH3:14])=[O:13], predict the reaction product. The product is: [Cl:1][C:2]1[CH:3]=[CH:4][C:5]2[N:6]([CH:8]=[C:9]([NH:11][C:12](=[O:13])[CH3:14])[N:10]=2)[N:7]=1. (4) Given the reactants [CH3:1][C:2]1[CH:3]=[CH:4][C:5]([NH:8][C:9]([NH2:11])=[S:10])=[N:6][CH:7]=1.Br[CH2:13][C:14]([C:16]1[CH:21]=[CH:20][C:19]([O:22][CH3:23])=[CH:18][C:17]=1[O:24][CH3:25])=O, predict the reaction product. The product is: [CH3:25][O:24][C:17]1[CH:18]=[C:19]([O:22][CH3:23])[CH:20]=[CH:21][C:16]=1[C:14]1[N:11]=[C:9]([NH:8][C:5]2[CH:4]=[CH:3][C:2]([CH3:1])=[CH:7][N:6]=2)[S:10][CH:13]=1. (5) Given the reactants [CH3:1][O:2][C:3]1[CH:4]=[C:5]([CH:31]=[CH:32][CH:33]=1)[CH2:6][N:7]1[CH2:12][CH2:11][CH:10]([N:13]([CH3:30])[C:14]([N:16]2[CH:20]=[C:19]([C:21]3[CH:26]=[CH:25][CH:24]=[C:23]([N+:27]([O-])=O)[CH:22]=3)[N:18]=[CH:17]2)=[O:15])[CH2:9][CH2:8]1, predict the reaction product. The product is: [NH2:27][C:23]1[CH:22]=[C:21]([C:19]2[N:18]=[CH:17][N:16]([C:14]([N:13]([CH:10]3[CH2:11][CH2:12][N:7]([CH2:6][C:5]4[CH:31]=[CH:32][CH:33]=[C:3]([O:2][CH3:1])[CH:4]=4)[CH2:8][CH2:9]3)[CH3:30])=[O:15])[CH:20]=2)[CH:26]=[CH:25][CH:24]=1.